From a dataset of Full USPTO retrosynthesis dataset with 1.9M reactions from patents (1976-2016). Predict the reactants needed to synthesize the given product. (1) Given the product [Br:1][C:2]1[CH:8]=[CH:7][CH:6]=[C:5]([Br:9])[C:3]=1[N:4]1[CH:16]=[CH:20][CH:19]=[CH:18]1, predict the reactants needed to synthesize it. The reactants are: [Br:1][C:2]1[CH:8]=[CH:7][CH:6]=[C:5]([Br:9])[C:3]=1[NH2:4].ClC(Cl)C.CO[CH:16]1[CH2:20][CH2:19][CH:18](OC)O1. (2) Given the product [CH3:19][O:18][C:16]([C:12]1[S:13][CH:14]=[CH:15][C:11]=1[NH:10][CH:22]([C:1]1[CH:6]=[CH:5][CH:4]=[CH:3][CH:2]=1)[C:23]([OH:25])=[O:24])=[O:17], predict the reactants needed to synthesize it. The reactants are: [C:1]1(B(O)O)[CH:6]=[CH:5][CH:4]=[CH:3][CH:2]=1.[NH2:10][C:11]1[CH:15]=[CH:14][S:13][C:12]=1[C:16]([O:18][CH3:19])=[O:17].O.O=[CH:22][C:23]([OH:25])=[O:24]. (3) Given the product [F:53][C:54]1[CH:59]=[C:58]([F:60])[CH:57]=[CH:56][C:55]=1[NH:61][C:62](=[O:63])[NH:32][C:33]1[CH:34]=[CH:35][C:36]([C:39]2[N:43]=[C:42]([CH2:44][CH2:45][CH2:46][C:47]([O:49][CH3:50])=[O:48])[O:41][N:40]=2)=[CH:37][CH:38]=1, predict the reactants needed to synthesize it. The reactants are: FC(F)(F)C1C=C(NC(=O)NC2C=CC(C3SC(CCC(OC)=O)=NC=3)=CC=2)C=CC=1.[NH2:32][C:33]1[CH:38]=[CH:37][C:36]([C:39]2[N:43]=[C:42]([CH2:44][CH2:45][C:46](C)(C)[C:47]([O:49][CH3:50])=[O:48])[O:41][N:40]=2)=[CH:35][CH:34]=1.[F:53][C:54]1[CH:59]=[C:58]([F:60])[CH:57]=[CH:56][C:55]=1[N:61]=[C:62]=[O:63]. (4) Given the product [C:1]([O:6][CH:7]([CH3:10])[CH2:8][O:15][CH3:11])(=[O:5])[CH3:2].[C:1]([O:6][C:7]([CH3:10])([CH3:9])[CH3:8])(=[O:5])[C:2]([CH3:4])=[CH2:3].[C:11]([O:16][CH2:17][C:18]1[CH:19]=[CH:20][CH:21]=[CH:22][CH:23]=1)(=[O:15])[C:12]([CH3:14])=[CH2:13].[C:24]([OH:29])(=[O:28])[C:25]([CH3:27])=[CH2:26], predict the reactants needed to synthesize it. The reactants are: [C:1]([O:6][C:7]([CH3:10])([CH3:9])[CH3:8])(=[O:5])[C:2]([CH3:4])=[CH2:3].[C:11]([O:16][CH2:17][C:18]1[CH:23]=[CH:22][CH:21]=[CH:20][CH:19]=1)(=[O:15])[C:12]([CH3:14])=[CH2:13].[C:24]([OH:29])(=[O:28])[C:25]([CH3:27])=[CH2:26].N(C(C)(CC)C([O-])=O)=NC(C)(CC)C([O-])=O. (5) The reactants are: [CH3:1][C@H:2]1[C@:10]2([OH:24])[C@H:11]3[C@:16]([OH:22])([CH2:17][C:18]([CH2:20][OH:21])=[CH:19][C@H:9]2[C@@H:5]2[C:6]([CH3:8])([CH3:7])[C@:4]2([O:25][C:26]([CH3:28])=[O:27])[CH2:3]1)[C:14](=[O:15])[C:13]([CH3:23])=[CH:12]3.[C:29]1(=[O:35])[O:34][C:32](=[O:33])[CH2:31][CH2:30]1.CN(C1C=CC=CN=1)C. Given the product [CH3:1][C@H:2]1[C@:10]2([OH:24])[C@H:11]3[C@:16]([OH:22])([CH2:17][C:18]([CH2:20][OH:21])=[CH:19][C@H:9]2[C@@H:5]2[C:6]([CH3:7])([CH3:8])[C@:4]2([O:25][C:26]([CH3:28])=[O:27])[CH2:3]1)[C:14](=[O:15])[C:13]([CH3:23])=[CH:12]3.[C:29]([O-:34])(=[O:35])[CH2:30][CH2:31][C:32]([O-:15])=[O:33], predict the reactants needed to synthesize it. (6) Given the product [CH3:24][Si:25]([CH3:27])([CH3:26])[O:1][CH:2]1[CH2:7][CH2:6][N:5]([C:8]2[CH:13]=[CH:12][C:11]([N+:14]([O-:16])=[O:15])=[CH:10][CH:9]=2)[CH2:4][CH2:3]1, predict the reactants needed to synthesize it. The reactants are: [O:1]=[C:2]1[CH2:7][CH2:6][N:5]([C:8]2[CH:13]=[CH:12][C:11]([N+:14]([O-:16])=[O:15])=[CH:10][CH:9]=2)[CH2:4][CH2:3]1.C(N(CC)CC)C.[CH3:24][Si:25](Cl)([CH3:27])[CH3:26]. (7) Given the product [CH3:1][O:2][C:3](=[O:32])[C:4]1[CH:19]=[CH:18][C:7]([C:8]([OH:10])=[O:9])=[CH:6][C:5]=1[NH:20][C:21]1[C:30]2[C:25](=[CH:26][CH:27]=[C:28]([OH:31])[CH:29]=2)[CH:24]=[CH:23][CH:22]=1, predict the reactants needed to synthesize it. The reactants are: [CH3:1][O:2][C:3](=[O:32])[C:4]1[CH:19]=[CH:18][C:7]([C:8]([O:10]CC2C=CC=CC=2)=[O:9])=[CH:6][C:5]=1[NH:20][C:21]1[C:30]2[C:25](=[CH:26][CH:27]=[C:28]([OH:31])[CH:29]=2)[CH:24]=[CH:23][CH:22]=1.[H][H]. (8) The reactants are: [C:1]([C:5]1[CH:11]=[CH:10][CH:9]=[CH:8][C:6]=1[NH2:7])([CH3:4])([CH3:3])[CH3:2].[BrH:12].CS(C)=O.[OH-].[Na+]. Given the product [Br:12][C:10]1[CH:9]=[CH:8][C:6]([NH2:7])=[C:5]([C:1]([CH3:4])([CH3:2])[CH3:3])[CH:11]=1, predict the reactants needed to synthesize it. (9) Given the product [F:29][CH:2]([F:1])[C:3]12[CH2:4][CH2:5][C:6]([C:11]3[N:16]=[CH:15][N:14]=[C:13]([CH2:17][NH2:18])[CH:12]=3)([CH2:7][CH2:8]1)[CH2:9][CH2:10]2, predict the reactants needed to synthesize it. The reactants are: [F:1][CH:2]([F:29])[C:3]12[CH2:10][CH2:9][C:6]([C:11]3[N:16]=[CH:15][N:14]=[C:13]([CH2:17][N:18]4C(=O)C5C(=CC=CC=5)C4=O)[CH:12]=3)([CH2:7][CH2:8]1)[CH2:5][CH2:4]2.O.NN.